From a dataset of Forward reaction prediction with 1.9M reactions from USPTO patents (1976-2016). Predict the product of the given reaction. (1) Given the reactants [CH:1](NC(C)C)([CH3:3])[CH3:2].[Li].[N:9]1[CH:14]=[CH:13][CH:12]=[CH:11][C:10]=1[CH2:15][CH:16]1[NH:20][C:19](=[O:21])[CH2:18][CH2:17]1.C(Br)CC.C(O)(=O)C, predict the reaction product. The product is: [CH2:2]([CH:18]1[CH2:17][CH:16]([CH2:15][C:10]2[CH:11]=[CH:12][CH:13]=[CH:14][N:9]=2)[NH:20][C:19]1=[O:21])[CH2:1][CH3:3]. (2) Given the reactants [CH:1]([C:4]1[CH:9]=[CH:8][C:7]([C:10]2[N:14]([CH2:15][CH2:16][O:17][CH3:18])[C:13]3[C:19]([O:25][CH3:26])=[CH:20][C:21]([CH:23]=[O:24])=[CH:22][C:12]=3[N:11]=2)=[CH:6][CH:5]=1)([CH3:3])[CH3:2].[C:27]1([Mg]Br)[CH:32]=[CH:31][CH:30]=[CH:29][CH:28]=1, predict the reaction product. The product is: [CH:1]([C:4]1[CH:9]=[CH:8][C:7]([C:10]2[N:14]([CH2:15][CH2:16][O:17][CH3:18])[C:13]3[C:19]([O:25][CH3:26])=[CH:20][C:21]([CH:23]([C:27]4[CH:32]=[CH:31][CH:30]=[CH:29][CH:28]=4)[OH:24])=[CH:22][C:12]=3[N:11]=2)=[CH:6][CH:5]=1)([CH3:3])[CH3:2]. (3) Given the reactants C(O[C:6]([N:8]1[CH2:12][C:11](=[N:13][O:14][CH3:15])[CH2:10][C@H:9]1[C:16]([OH:18])=O)=[O:7])(C)(C)C.[CH3:19][C:20]1[CH:25]=[CH:24][CH:23]=[CH:22][C:21]=1[C:26]1[C:27](C(O)=O)=[CH:28][CH:29]=[CH:30][CH:31]=1.[NH3:35], predict the reaction product. The product is: [CH3:15][O:14][N:13]=[C:11]1[CH2:12][N:8]([C:6]([C:29]2[CH:28]=[CH:27][C:26]([C:21]3[CH:22]=[CH:23][CH:24]=[CH:25][C:20]=3[CH3:19])=[CH:31][CH:30]=2)=[O:7])[C@H:9]([C:16]([NH2:35])=[O:18])[CH2:10]1. (4) Given the reactants [F:1][C:2]1[CH:3]=[C:4]([CH:19]=[C:20]([O:22][C:23]2[CH:28]=[CH:27][C:26]([C:29]([F:32])([F:31])[F:30])=[CH:25][N:24]=2)[CH:21]=1)[CH:5]=[C:6]1[CH2:11][CH2:10][N:9](C(OC(C)(C)C)=O)[CH2:8][CH2:7]1.FC(F)(F)C(O)=O, predict the reaction product. The product is: [F:1][C:2]1[CH:21]=[C:20]([CH:19]=[C:4]([CH:5]=[C:6]2[CH2:11][CH2:10][NH:9][CH2:8][CH2:7]2)[CH:3]=1)[O:22][C:23]1[CH:28]=[CH:27][C:26]([C:29]([F:32])([F:31])[F:30])=[CH:25][N:24]=1. (5) Given the reactants [ClH:1].C[O:3][C@H:4]1[CH2:9][C@H:8]([NH2:10])[CH2:7][C:6]([CH3:12])([CH3:11])[CH2:5]1.C(OC(=O)N[C@H]1C[C@H](O)CC(C)(C)C1)(C)(C)C, predict the reaction product. The product is: [ClH:1].[NH2:10][C@H:8]1[CH2:9][C@H:4]([OH:3])[CH2:5][C:6]([CH3:12])([CH3:11])[CH2:7]1.